This data is from Forward reaction prediction with 1.9M reactions from USPTO patents (1976-2016). The task is: Predict the product of the given reaction. (1) Given the reactants [S:1]([Cl:5])(Cl)(=[O:3])=[O:2].[CH3:6][NH:7][CH2:8][C:9]#[N:10], predict the reaction product. The product is: [C:9]([CH2:8][N:7]([CH3:6])[S:1]([Cl:5])(=[O:3])=[O:2])#[N:10]. (2) Given the reactants [NH2:1][C:2]1[CH:15]=[CH:14][C:5]([O:6][C:7]2[CH:12]=[CH:11][N:10]=[C:9]([NH2:13])[CH:8]=2)=[CH:4][C:3]=1[Cl:16].C(N(CC)CC)C.Cl[C:25](OC1C=CC=CC=1)=[O:26].[NH:34]1[CH2:39][CH2:38][CH2:37][CH2:36][CH2:35]1, predict the reaction product. The product is: [NH2:1][C:2]1[CH:15]=[CH:14][C:5]([O:6][C:7]2[CH:12]=[CH:11][N:10]=[C:9]([NH:13][C:25]([N:34]3[CH2:39][CH2:38][CH2:37][CH2:36][CH2:35]3)=[O:26])[CH:8]=2)=[CH:4][C:3]=1[Cl:16]. (3) Given the reactants [F:1][C:2]1[C:7]2[CH2:8][CH2:9][CH:10]([N:19]3[CH:23]=[C:22]([C:24]4[CH:29]=[CH:28][C:27](I)=[C:26]([O:31][CH3:32])[CH:25]=4)[N:21]=[N:20]3)[C:11](=[O:18])[N:12]([CH2:13][C:14]([F:17])([F:16])[F:15])[C:6]=2[CH:5]=[CH:4][CH:3]=1.C1OCCOCCOCCOCCOCCOC1.[N:51]1[CH:56]=[CH:55][C:54]([NH2:57])=[CH:53][CH:52]=1.C1C=CC(P(C2C(C3C(P(C4C=CC=CC=4)C4C=CC=CC=4)=CC=C4C=3C=CC=C4)=C3C(C=CC=C3)=CC=2)C2C=CC=CC=2)=CC=1.CC(C)([O-])C.[Na+], predict the reaction product. The product is: [F:1][C:2]1[C:7]2[CH2:8][CH2:9][CH:10]([N:19]3[CH:23]=[C:22]([C:24]4[CH:29]=[CH:28][C:27]([NH:57][C:54]5[CH:55]=[CH:56][N:51]=[CH:52][CH:53]=5)=[C:26]([O:31][CH3:32])[CH:25]=4)[N:21]=[N:20]3)[C:11](=[O:18])[N:12]([CH2:13][C:14]([F:17])([F:16])[F:15])[C:6]=2[CH:5]=[CH:4][CH:3]=1. (4) Given the reactants [OH:1][C@H:2]([CH3:6])[C:3](N)=O.F[B-](F)(F)F.C([O+](CC)CC)C.[CH:19]1([NH:25][C:26]2[C:31]([NH2:32])=[CH:30][N:29]=[C:28]3[CH:33]=[CH:34][S:35][C:27]=23)[CH2:24][CH2:23][CH2:22][CH2:21][CH2:20]1, predict the reaction product. The product is: [CH:19]1([N:25]2[C:26]3=[C:27]4[S:35][CH:34]=[CH:33][C:28]4=[N:29][CH:30]=[C:31]3[N:32]=[C:3]2[C@H:2]([OH:1])[CH3:6])[CH2:20][CH2:21][CH2:22][CH2:23][CH2:24]1. (5) Given the reactants [N+:1]([C:4]1[CH:5]=[CH:6][C:7]([N:10]2[CH2:14][C:13]([F:16])([F:15])[C:12]([F:18])([F:17])[CH2:11]2)=[N:8][CH:9]=1)([O-])=O, predict the reaction product. The product is: [F:18][C:12]1([F:17])[C:13]([F:15])([F:16])[CH2:14][N:10]([C:7]2[N:8]=[CH:9][C:4]([NH2:1])=[CH:5][CH:6]=2)[CH2:11]1. (6) Given the reactants [N:1]1([C:7]2[CH:16]=[CH:15][C:10]([C:11](OC)=[O:12])=[C:9]([C:17]([F:20])([F:19])[F:18])[CH:8]=2)[CH2:6][CH2:5][CH2:4][CH2:3][CH2:2]1.CC(C[AlH]CC(C)C)C.CO.[C@H](O)(C([O-])=O)[C@@H](O)C([O-])=O.[Na+].[K+], predict the reaction product. The product is: [N:1]1([C:7]2[CH:16]=[CH:15][C:10]([CH2:11][OH:12])=[C:9]([C:17]([F:18])([F:19])[F:20])[CH:8]=2)[CH2:2][CH2:3][CH2:4][CH2:5][CH2:6]1. (7) Given the reactants Br[C:2]1[CH:3]=[C:4]([CH:8]=[CH:9][N:10]=1)[C:5]([OH:7])=[O:6].[NH:11]1[CH:15]=[CH:14][N:13]=[CH:12]1.C([O-])([O-])=O.[Cs+].[Cs+], predict the reaction product. The product is: [N:11]1([C:2]2[CH:3]=[C:4]([CH:8]=[CH:9][N:10]=2)[C:5]([OH:7])=[O:6])[CH:15]=[CH:14][N:13]=[CH:12]1.